This data is from CYP2D6 inhibition data for predicting drug metabolism from PubChem BioAssay. The task is: Regression/Classification. Given a drug SMILES string, predict its absorption, distribution, metabolism, or excretion properties. Task type varies by dataset: regression for continuous measurements (e.g., permeability, clearance, half-life) or binary classification for categorical outcomes (e.g., BBB penetration, CYP inhibition). Dataset: cyp2d6_veith. (1) The molecule is c1cncc(CNc2ncnc3ccc(-c4cccnc4)cc23)c1. The result is 1 (inhibitor). (2) The drug is OCC1N=C(c2ccccn2)OC1c1ccccc1. The result is 0 (non-inhibitor). (3) The molecule is c1ccc(-c2cccc(N3CC4(CCNCC4)C3)c2)cc1. The result is 1 (inhibitor). (4) The drug is CC[C@@H](CO)NC(=O)[C@H]1C=C2c3cccc4[nH]cc(c34)C[C@H]2N(C)C1. The result is 1 (inhibitor). (5) The compound is N#Cc1cccc(-c2nc(NCc3ccccc3)c3ccccc3n2)c1. The result is 1 (inhibitor).